Dataset: Catalyst prediction with 721,799 reactions and 888 catalyst types from USPTO. Task: Predict which catalyst facilitates the given reaction. (1) Reactant: [Cl:1][C:2]1[C:11]2[C:6](=[CH:7][C:8]([F:12])=[CH:9][CH:10]=2)[N:5]([CH2:13][CH:14]=O)[C:4](=[O:16])[CH:3]=1.[O:17]1[C:22]2[CH:23]=[CH:24][C:25]([CH2:27][N:28]([CH:36]3[CH2:41][CH2:40][NH:39][CH2:38][CH2:37]3)[C:29](=[O:35])[O:30][C:31]([CH3:34])([CH3:33])[CH3:32])=[CH:26][C:21]=2[O:20][CH2:19][CH2:18]1.C(O[BH-](OC(=O)C)OC(=O)C)(=O)C.[Na+].C(=O)([O-])O.[Na+]. Product: [O:17]1[C:22]2[CH:23]=[CH:24][C:25]([CH2:27][N:28]([CH:36]3[CH2:41][CH2:40][N:39]([CH2:14][CH2:13][N:5]4[C:6]5[C:11](=[CH:10][CH:9]=[C:8]([F:12])[CH:7]=5)[C:2]([Cl:1])=[CH:3][C:4]4=[O:16])[CH2:38][CH2:37]3)[C:29](=[O:35])[O:30][C:31]([CH3:34])([CH3:32])[CH3:33])=[CH:26][C:21]=2[O:20][CH2:19][CH2:18]1. The catalyst class is: 671. (2) Reactant: [CH3:1][C:2]1[S:24][C:5]2[NH:6][C:7]3[CH:21]=[CH:20][C:19]([CH2:22][NH2:23])=[CH:18][C:8]=3[N:9]=[C:10]([N:11]3[CH2:16][CH2:15][N:14]([CH3:17])[CH2:13][CH2:12]3)[C:4]=2[CH:3]=1.C(N(CC)CC)C.[CH3:32][O:33][C:34](=[O:47])[CH2:35][CH2:36][C:37](ON1C(=O)CCC1=O)=[O:38]. Product: [CH3:32][O:33][C:34](=[O:47])[CH2:35][CH2:36][C:37]([NH:23][CH2:22][C:19]1[CH:20]=[CH:21][C:7]2[NH:6][C:5]3[S:24][C:2]([CH3:1])=[CH:3][C:4]=3[C:10]([N:11]3[CH2:16][CH2:15][N:14]([CH3:17])[CH2:13][CH2:12]3)=[N:9][C:8]=2[CH:18]=1)=[O:38]. The catalyst class is: 4. (3) Reactant: [O:1]1[CH:5]=[CH:4][CH:3]=[C:2]1[C:6]([NH:8][C:9]1([C:15]([NH:17][CH:18]2[CH2:23][CH2:22][N:21]([C:24]3[CH:29]=[CH:28][C:27]([F:30])=[CH:26][C:25]=3[NH:31][C:32](=[O:38])[C:33]([CH3:37])([CH3:36])[CH2:34]Cl)[CH2:20][CH:19]2[OH:39])=[O:16])[CH2:14][CH2:13][CH2:12][CH2:11][CH2:10]1)=[O:7].CC(C)([O-])C.[Na+]. Product: [O:1]1[CH:5]=[CH:4][CH:3]=[C:2]1[C:6]([NH:8][C:9]1([C:15]([NH:17][CH:18]2[CH2:23][CH2:22][N:21]([C:24]3[CH:29]=[CH:28][C:27]([F:30])=[CH:26][C:25]=3[N:31]3[CH2:34][C:33]([CH3:37])([CH3:36])[C:32]3=[O:38])[CH2:20][CH:19]2[OH:39])=[O:16])[CH2:14][CH2:13][CH2:12][CH2:11][CH2:10]1)=[O:7]. The catalyst class is: 4. (4) Reactant: [CH3:1][C:2]([N:9]1[CH2:14][CH2:13][C:12](=O)[CH2:11][CH2:10]1)([CH3:8])[C:3]([O:5][CH2:6][CH3:7])=[O:4].[F:16][C:17]([F:33])([F:32])[C:18]1[CH:23]=[CH:22][C:21]([C:24]2[CH:29]=[CH:28][C:27]([CH2:30][NH2:31])=[CH:26][CH:25]=2)=[CH:20][CH:19]=1.C(O)(=O)C.C(O[BH-](OC(=O)C)OC(=O)C)(=O)C.[Na+].C(=O)([O-])[O-].[Na+].[Na+]. Product: [CH3:1][C:2]([N:9]1[CH2:14][CH2:13][CH:12]([NH:31][CH2:30][C:27]2[CH:26]=[CH:25][C:24]([C:21]3[CH:22]=[CH:23][C:18]([C:17]([F:16])([F:32])[F:33])=[CH:19][CH:20]=3)=[CH:29][CH:28]=2)[CH2:11][CH2:10]1)([CH3:8])[C:3]([O:5][CH2:6][CH3:7])=[O:4]. The catalyst class is: 26.